This data is from Reaction yield outcomes from USPTO patents with 853,638 reactions. The task is: Predict the reaction yield, written as a fraction of the theoretical maximum amount of product (1.0 means a 100% yield; for example, 0.34 means a 34% yield). (1) The reactants are [CH2:1]([C:3]([CH2:8][OH:9])([CH2:6][OH:7])[CH2:4][CH3:5])[OH:2].[C:10](Cl)(=[O:17])[C:11]1[CH:16]=[CH:15][CH:14]=[CH:13][CH:12]=1. The catalyst is C(N(CC)CC)C. The product is [C:10]([OH:17])(=[O:2])[C:11]1[CH:16]=[CH:15][CH:14]=[CH:13][CH:12]=1.[C:10]([OH:17])(=[O:2])[C:11]1[CH:16]=[CH:15][CH:14]=[CH:13][CH:12]=1.[C:10]([OH:17])(=[O:2])[C:11]1[CH:16]=[CH:15][CH:14]=[CH:13][CH:12]=1.[CH2:1]([C:3]([CH2:8][OH:9])([CH2:6][OH:7])[CH2:4][CH3:5])[OH:2]. The yield is 0.850. (2) The reactants are [OH:1][C@H:2]1[CH2:7][CH2:6][C@H:5]([N:8]2[C:13](=[O:14])[C:12]([CH2:15][C:16]3[CH:21]=[CH:20][C:19]([C:22]4[C:23]([C:28]#[N:29])=[CH:24][CH:25]=[CH:26][CH:27]=4)=[CH:18][CH:17]=3)=[C:11]([CH2:30][CH2:31][CH3:32])[N:10]3[N:33]=[CH:34][CH:35]=[C:9]23)[CH2:4][CH2:3]1.N1C=CN=C1.[C:41]([Si:45](Cl)([CH3:47])[CH3:46])([CH3:44])([CH3:43])[CH3:42].C(=O)([O-])O.[Na+]. The catalyst is CN(C)C=O.C(OCC)(=O)C. The product is [Si:45]([O:1][C@H:2]1[CH2:3][CH2:4][C@H:5]([N:8]2[C:13](=[O:14])[C:12]([CH2:15][C:16]3[CH:21]=[CH:20][C:19]([C:22]4[C:23]([C:28]#[N:29])=[CH:24][CH:25]=[CH:26][CH:27]=4)=[CH:18][CH:17]=3)=[C:11]([CH2:30][CH2:31][CH3:32])[N:10]3[N:33]=[CH:34][CH:35]=[C:9]23)[CH2:6][CH2:7]1)([C:41]([CH3:44])([CH3:43])[CH3:42])([CH3:47])[CH3:46]. The yield is 0.900.